This data is from Reaction yield outcomes from USPTO patents with 853,638 reactions. The task is: Predict the reaction yield, written as a fraction of the theoretical maximum amount of product (1.0 means a 100% yield; for example, 0.34 means a 34% yield). (1) The reactants are [CH2:1]([O:8][C:9]1[CH:17]=[CH:16][C:12]([C:13](O)=[O:14])=[CH:11][C:10]=1[C:18]([NH:20][C:21]1[CH:26]=[C:25]([C:27]([F:30])([F:29])[F:28])[CH:24]=[C:23]([C:31]([F:34])([F:33])[F:32])[CH:22]=1)=[O:19])[C:2]1[CH:7]=[CH:6][CH:5]=[CH:4][CH:3]=1.[CH2:35]([CH:42]1[CH2:47][CH2:46][NH:45][CH2:44][CH2:43]1)[C:36]1[CH:41]=[CH:40][CH:39]=[CH:38][CH:37]=1. No catalyst specified. The product is [CH2:1]([O:8][C:9]1[CH:17]=[CH:16][C:12]([C:13]([N:45]2[CH2:46][CH2:47][CH:42]([CH2:35][C:36]3[CH:41]=[CH:40][CH:39]=[CH:38][CH:37]=3)[CH2:43][CH2:44]2)=[O:14])=[CH:11][C:10]=1[C:18]([NH:20][C:21]1[CH:22]=[C:23]([C:31]([F:34])([F:32])[F:33])[CH:24]=[C:25]([C:27]([F:28])([F:30])[F:29])[CH:26]=1)=[O:19])[C:2]1[CH:3]=[CH:4][CH:5]=[CH:6][CH:7]=1. The yield is 0.767. (2) The reactants are [N:1]1([C:11]2[CH:16]=[CH:15][C:14]([C:17]3[C:18]([C:23]#[N:24])=[CH:19][CH:20]=[CH:21][CH:22]=3)=[CH:13][C:12]=2[N+:25]([O-:27])=[O:26])[C:10]2[C:5](=[CH:6][CH:7]=[CH:8][CH:9]=2)[CH2:4][CH2:3][CH2:2]1.[N:28]([Sn](CCCC)(CCCC)CCCC)=[N+:29]=[N-:30]. The catalyst is C1(C)C=CC=CC=1. The product is [N+:25]([C:12]1[CH:13]=[C:14]([C:17]2[CH:22]=[CH:21][CH:20]=[CH:19][C:18]=2[C:23]2[NH:30][N:29]=[N:28][N:24]=2)[CH:15]=[CH:16][C:11]=1[N:1]1[C:10]2[C:5](=[CH:6][CH:7]=[CH:8][CH:9]=2)[CH2:4][CH2:3][CH2:2]1)([O-:27])=[O:26]. The yield is 0.860. (3) The reactants are Br[C:2]1[CH:7]=[CH:6][C:5]([C@@H:8]([NH:10][C:11]2[N:12]=[CH:13][C:14]3[N:20]([CH3:21])[C:19](=[O:22])[C:18]([CH3:24])([CH3:23])[CH2:17][N:16]([CH:25]4[CH2:29][CH2:28][CH2:27][CH2:26]4)[C:15]=3[N:30]=2)[CH3:9])=[CH:4][CH:3]=1.C(N(CC)C(=O)C1C=CC=CC=1O)C.[O-]P([O-])([O-])=O.[K+].[K+].[K+].[CH3:53][NH:54][CH2:55][CH2:56][N:57]([CH3:59])[CH3:58]. The catalyst is CN(C=O)C.C(OCC)(=O)C.O.[OH-].[NH4+].[Cu]I. The product is [CH:25]1([N:16]2[CH2:17][C:18]([CH3:24])([CH3:23])[C:19](=[O:22])[N:20]([CH3:21])[C:14]3[CH:13]=[N:12][C:11]([NH:10][C@H:8]([C:5]4[CH:6]=[CH:7][C:2]([N:54]([CH2:55][CH2:56][N:57]([CH3:59])[CH3:58])[CH3:53])=[CH:3][CH:4]=4)[CH3:9])=[N:30][C:15]2=3)[CH2:29][CH2:28][CH2:27][CH2:26]1. The yield is 0.170. (4) The reactants are [CH3:1][O:2][C:3]1[CH:11]=[CH:10][C:9]([O:12][CH3:13])=[CH:8][C:4]=1[C:5]([OH:7])=O.S(Cl)(Cl)=O.[CH3:18][O:19][C:20]1[CH:26]=[CH:25][C:24]([O:27][CH3:28])=[CH:23][C:21]=1[NH2:22].C(N(CC)CC)C.Cl. The catalyst is O.C1COCC1. The product is [CH3:18][O:19][C:20]1[CH:26]=[CH:25][C:24]([O:27][CH3:28])=[CH:23][C:21]=1[NH:22][C:5](=[O:7])[C:4]1[CH:8]=[C:9]([O:12][CH3:13])[CH:10]=[CH:11][C:3]=1[O:2][CH3:1]. The yield is 0.930. (5) The reactants are [Cl:1][C:2]1[CH:3]=[C:4]([NH:16][CH2:17][N:18](SC)[C:19]#[N:20])[CH:5]=[C:6]([Cl:15])[C:7]=1[O:8][C:9]1[CH:14]=[CH:13][CH:12]=[CH:11][N:10]=1.[NH2:23][NH2:24]. The catalyst is CCO. The product is [Cl:1][C:2]1[CH:3]=[C:4]([NH:16][C:17]2[N:18]=[C:19]([NH2:20])[NH:24][N:23]=2)[CH:5]=[C:6]([Cl:15])[C:7]=1[O:8][C:9]1[CH:14]=[CH:13][CH:12]=[CH:11][N:10]=1. The yield is 0.670. (6) The reactants are [Cl-].[C:2]([C:4]1[CH:9]=[CH:8][C:7](B(O)O)=[CH:6][CH:5]=1)#[N:3].[CH3:13][C:14]1([CH3:20])[C:18](=[O:19])[CH:17]=[CH:16][CH2:15]1.C(=O)([O-])[O-].[K+].[K+]. The catalyst is C1(P(C2C=CC=CC=2)C2C=CC3C(=CC=CC=3)C=2C2C3C(=CC=CC=3)C=CC=2P(C2C=CC=CC=2)C2C=CC=CC=2)C=CC=CC=1.C(OCC)(=O)C.C(O)(C)C.O1CCCC1. The product is [CH3:13][C:14]1([CH3:20])[C:18](=[O:19])[CH2:17][CH:16]([C:7]2[CH:8]=[CH:9][C:4]([C:2]#[N:3])=[CH:5][CH:6]=2)[CH2:15]1. The yield is 0.880.